The task is: Predict the reactants needed to synthesize the given product.. This data is from Full USPTO retrosynthesis dataset with 1.9M reactions from patents (1976-2016). (1) Given the product [F:20][C:21]1[CH:26]=[CH:25][C:24]([C:27]2[C:28]([CH3:29])=[CH:2][NH:1][C:3]=2[C:4]([O:6][CH2:7][CH3:8])=[O:5])=[CH:23][CH:22]=1, predict the reactants needed to synthesize it. The reactants are: [N+:1]([CH2:3][C:4]([O:6][CH2:7][CH3:8])=[O:5])#[C-:2].C1CCN2C(=NCCC2)CC1.[F:20][C:21]1[CH:26]=[CH:25][C:24](/[CH:27]=[C:28](/[N+]([O-])=O)\[CH3:29])=[CH:23][CH:22]=1. (2) Given the product [NH2:21][C:4]1[N:3]=[C:2]([CH3:1])[C:7]([O:8][C:9]2[CH:14]=[CH:13][N:12]=[C:11]([NH:15][C:16]([CH:18]3[CH2:20][CH2:19]3)=[O:17])[CH:10]=2)=[CH:6][CH:5]=1, predict the reactants needed to synthesize it. The reactants are: [CH3:1][C:2]1[C:7]([O:8][C:9]2[CH:14]=[CH:13][N:12]=[C:11]([NH:15][C:16]([CH:18]3[CH2:20][CH2:19]3)=[O:17])[CH:10]=2)=[CH:6][CH:5]=[C:4]([N+:21]([O-])=O)[N:3]=1. (3) The reactants are: [C:1]([CH2:3][C:4]([OH:6])=O)#[N:2].[N:7]1([CH2:13][C:14]2[CH:28]=[CH:27][C:17]3[NH:18][C:19]([C:21]4[C:25]([NH2:26])=[CH:24][NH:23][N:22]=4)=[N:20][C:16]=3[CH:15]=2)[CH2:12][CH2:11][O:10][CH2:9][CH2:8]1.CN(C(ON1N=NC2C=CC=CC1=2)=[N+](C)C)C.[B-](F)(F)(F)F. Given the product [C:1]([CH2:3][C:4]([NH:26][C:25]1[C:21]([C:19]2[NH:18][C:17]3[CH:27]=[CH:28][C:14]([CH2:13][N:7]4[CH2:8][CH2:9][O:10][CH2:11][CH2:12]4)=[CH:15][C:16]=3[N:20]=2)=[N:22][NH:23][CH:24]=1)=[O:6])#[N:2], predict the reactants needed to synthesize it. (4) Given the product [Br:1][C:2]1[CH:3]=[C:4]2[C:9](=[CH:10][CH:11]=1)[CH:8]=[C:7]([O:12][Si:22]([C:18]([CH3:21])([CH3:20])[CH3:19])([CH3:24])[CH3:23])[CH:6]=[CH:5]2, predict the reactants needed to synthesize it. The reactants are: [Br:1][C:2]1[CH:3]=[C:4]2[C:9](=[CH:10][CH:11]=1)[CH:8]=[C:7]([OH:12])[CH:6]=[CH:5]2.N1C=CN=C1.[C:18]([Si:22](Cl)([CH3:24])[CH3:23])([CH3:21])([CH3:20])[CH3:19].CCCCCC. (5) Given the product [Br:1][C:2]1[CH:3]=[CH:4][C:5]([O:11][CH:12]2[CH2:16][CH2:15][CH2:14][CH2:13]2)=[C:6]([C:8](=[N:18][OH:19])[CH3:9])[CH:7]=1, predict the reactants needed to synthesize it. The reactants are: [Br:1][C:2]1[CH:3]=[CH:4][C:5]([O:11][CH:12]2[CH2:16][CH2:15][CH2:14][CH2:13]2)=[C:6]([C:8](=O)[CH3:9])[CH:7]=1.Cl.[NH2:18][OH:19].N1C=CC=CC=1. (6) Given the product [Cl:1][C:2]1[CH:3]=[C:4]([S:9]([CH:12]2[CH2:17][CH2:16][N:15]([C:19]3[C:24]([C:25]([F:28])([F:27])[F:26])=[CH:23][CH:22]=[CH:21][N:20]=3)[CH2:14][CH2:13]2)(=[O:11])=[O:10])[CH:5]=[CH:6][C:7]=1[Cl:8], predict the reactants needed to synthesize it. The reactants are: [Cl:1][C:2]1[CH:3]=[C:4]([S:9]([CH:12]2[CH2:17][CH2:16][NH:15][CH2:14][CH2:13]2)(=[O:11])=[O:10])[CH:5]=[CH:6][C:7]=1[Cl:8].Cl[C:19]1[C:24]([C:25]([F:28])([F:27])[F:26])=[CH:23][CH:22]=[CH:21][N:20]=1.CCN(C(C)C)C(C)C.O1CCOCC1.